Dataset: Full USPTO retrosynthesis dataset with 1.9M reactions from patents (1976-2016). Task: Predict the reactants needed to synthesize the given product. (1) Given the product [CH2:37]([O:36][C:35](=[O:43])[CH:34]=[C:19]1[CH2:20][CH2:21][CH:22]2[C:18]1([C:5]1[C:4]([CH3:3])=[CH:13][C:12]3[C:11]([CH3:14])([CH3:15])[CH2:10][CH2:9][C:8]([CH3:17])([CH3:16])[C:7]=3[CH:6]=1)[CH2:23]2)[CH3:38], predict the reactants needed to synthesize it. The reactants are: [H-].[Na+].[CH3:3][C:4]1[C:5]([C:18]23[CH2:23][CH:22]2[CH2:21][CH2:20][C:19]3=O)=[CH:6][C:7]2[C:8]([CH3:17])([CH3:16])[CH2:9][CH2:10][C:11]([CH3:15])([CH3:14])[C:12]=2[CH:13]=1.[CH2:34]1O[CH2:38][CH2:37][O:36][CH2:35][CH2:34]OCCO[CH2:38][CH2:37][O:36][CH2:35]1.C1C[O:43]CC1. (2) Given the product [CH2:1]([O:8][C:9]1[CH:29]=[C:28]([O:30][CH2:31][C:32]2[CH:37]=[CH:36][CH:35]=[CH:34][CH:33]=2)[C:27]([CH:38]([CH3:40])[CH3:39])=[CH:26][C:10]=1[C:11](=[N:41][NH2:42])[NH:13][C:14]1[CH:19]=[CH:18][C:17]([N:20]2[CH2:25][CH2:24][O:23][CH2:22][CH2:21]2)=[CH:16][CH:15]=1)[C:2]1[CH:7]=[CH:6][CH:5]=[CH:4][CH:3]=1, predict the reactants needed to synthesize it. The reactants are: [CH2:1]([O:8][C:9]1[CH:29]=[C:28]([O:30][CH2:31][C:32]2[CH:37]=[CH:36][CH:35]=[CH:34][CH:33]=2)[C:27]([CH:38]([CH3:40])[CH3:39])=[CH:26][C:10]=1[C:11]([NH:13][C:14]1[CH:19]=[CH:18][C:17]([N:20]2[CH2:25][CH2:24][O:23][CH2:22][CH2:21]2)=[CH:16][CH:15]=1)=S)[C:2]1[CH:7]=[CH:6][CH:5]=[CH:4][CH:3]=1.[NH2:41][NH2:42].